This data is from NCI-60 drug combinations with 297,098 pairs across 59 cell lines. The task is: Regression. Given two drug SMILES strings and cell line genomic features, predict the synergy score measuring deviation from expected non-interaction effect. (1) Drug 1: C1CNP(=O)(OC1)N(CCCl)CCCl. Drug 2: N.N.Cl[Pt+2]Cl. Cell line: MDA-MB-231. Synergy scores: CSS=46.6, Synergy_ZIP=-2.45, Synergy_Bliss=-7.28, Synergy_Loewe=-37.0, Synergy_HSA=-3.29. (2) Drug 1: C1CCC(CC1)NC(=O)N(CCCl)N=O. Drug 2: CC(C)NC(=O)C1=CC=C(C=C1)CNNC.Cl. Cell line: SN12C. Synergy scores: CSS=13.4, Synergy_ZIP=-3.53, Synergy_Bliss=-1.47, Synergy_Loewe=-2.72, Synergy_HSA=-1.36. (3) Cell line: SN12C. Drug 1: CCC1(CC2CC(C3=C(CCN(C2)C1)C4=CC=CC=C4N3)(C5=C(C=C6C(=C5)C78CCN9C7C(C=CC9)(C(C(C8N6C=O)(C(=O)OC)O)OC(=O)C)CC)OC)C(=O)OC)O.OS(=O)(=O)O. Synergy scores: CSS=3.39, Synergy_ZIP=-3.94, Synergy_Bliss=4.33, Synergy_Loewe=-1.16, Synergy_HSA=-0.419. Drug 2: CCN(CC)CCCC(C)NC1=C2C=C(C=CC2=NC3=C1C=CC(=C3)Cl)OC. (4) Drug 1: CC1OCC2C(O1)C(C(C(O2)OC3C4COC(=O)C4C(C5=CC6=C(C=C35)OCO6)C7=CC(=C(C(=C7)OC)O)OC)O)O. Drug 2: CCN(CC)CCNC(=O)C1=C(NC(=C1C)C=C2C3=C(C=CC(=C3)F)NC2=O)C. Cell line: UO-31. Synergy scores: CSS=14.9, Synergy_ZIP=-5.33, Synergy_Bliss=-2.49, Synergy_Loewe=-0.256, Synergy_HSA=-0.0193. (5) Drug 1: CC(C)(C#N)C1=CC(=CC(=C1)CN2C=NC=N2)C(C)(C)C#N. Drug 2: C(CCl)NC(=O)N(CCCl)N=O. Cell line: RXF 393. Synergy scores: CSS=0.0130, Synergy_ZIP=-0.630, Synergy_Bliss=-3.61, Synergy_Loewe=-4.85, Synergy_HSA=-4.84.